The task is: Predict the product of the given reaction.. This data is from Forward reaction prediction with 1.9M reactions from USPTO patents (1976-2016). (1) Given the reactants [Si:1]([O:8][CH2:9][C:10]1[O:14][C:13]([C:15]#[N:16])=[CH:12][CH:11]=1)([C:4]([CH3:7])([CH3:6])[CH3:5])([CH3:3])[CH3:2].[NH2:17][OH:18], predict the reaction product. The product is: [Si:1]([O:8][CH2:9][C:10]1[O:14][C:13]([C:15](=[N:17][OH:18])[NH2:16])=[CH:12][CH:11]=1)([C:4]([CH3:7])([CH3:6])[CH3:5])([CH3:3])[CH3:2]. (2) The product is: [CH3:1][N:2]1[CH2:3][CH2:4][CH:5]([O:8][C:9]2[CH:14]=[CH:13][C:12]([NH2:15])=[C:11]([C:18]3[CH:23]=[CH:22][CH:21]=[CH:20][CH:19]=3)[CH:10]=2)[CH2:6][CH2:7]1. Given the reactants [CH3:1][N:2]1[CH2:7][CH2:6][CH:5]([O:8][C:9]2[CH:10]=[C:11]([C:18]3[CH:23]=[CH:22][CH:21]=[CH:20][CH:19]=3)[C:12]([N+:15]([O-])=O)=[CH:13][CH:14]=2)[CH2:4][CH2:3]1, predict the reaction product. (3) Given the reactants [C:1]([C:5]1([OH:20])[C:9]([CH3:11])([CH3:10])[CH2:8][O:7][CH:6]1[C:12]1[CH:17]=[CH:16][CH:15]=[C:14]([O:18][CH3:19])[CH:13]=1)([CH3:4])([CH3:3])[CH3:2].C1COCC1.C1C(=O)N([Br:33])C(=O)C1.[Cl-].[Na+], predict the reaction product. The product is: [Br:33][C:15]1[CH:16]=[CH:17][C:12]([CH:6]2[C:5]([C:1]([CH3:2])([CH3:3])[CH3:4])([OH:20])[C:9]([CH3:11])([CH3:10])[CH2:8][O:7]2)=[CH:13][C:14]=1[O:18][CH3:19]. (4) Given the reactants [Cl:1][C:2]1[CH:7]=[CH:6][C:5]([S:8]([NH:11][C@H:12]([C:15]2[CH:20]=[CH:19][CH:18]=[CH:17][CH:16]=2)[CH2:13][CH3:14])(=[O:10])=[O:9])=[CH:4][CH:3]=1.Br[CH2:22][C:23]1[CH:32]=[CH:31][C:26]([C:27]([O:29][CH3:30])=[O:28])=[C:25]([F:33])[C:24]=1[F:34].C([O-])([O-])=O.[K+].[K+], predict the reaction product. The product is: [Cl:1][C:2]1[CH:7]=[CH:6][C:5]([S:8]([N:11]([CH2:22][C:23]2[CH:32]=[CH:31][C:26]([C:27]([O:29][CH3:30])=[O:28])=[C:25]([F:33])[C:24]=2[F:34])[C@H:12]([C:15]2[CH:16]=[CH:17][CH:18]=[CH:19][CH:20]=2)[CH2:13][CH3:14])(=[O:10])=[O:9])=[CH:4][CH:3]=1. (5) Given the reactants [C:1]([OH:9])(=[O:8])/[C:2](=[C:4](\[CH:6]=O)/[Cl:5])/[Cl:3].[CH3:10][O:11][C:12]([O:16][Si](C)(C)C)=[C:13]([CH3:15])[CH3:14], predict the reaction product. The product is: [Cl:3][C:2]1([C:4]([Cl:5])=[CH:6][C:13]([CH3:15])([C:12]([O:11][CH3:10])=[O:16])[CH3:14])[O:9][C:1]1=[O:8]. (6) Given the reactants [NH2:1][C:2]1[N:7]=[C:6]([N:8]2[C:16]3[C:11](=[CH:12][CH:13]=[C:14]([I:17])[CH:15]=3)[C:10]([C:18]([OH:20])=O)=[N:9]2)[CH:5]=[CH:4][N:3]=1.S(Cl)(Cl)=O.[NH:25]1[CH2:30][CH2:29][O:28][CH2:27][CH2:26]1, predict the reaction product. The product is: [I:17][C:14]1[CH:15]=[C:16]2[C:11]([C:10]([C:18]([N:25]3[CH2:30][CH2:29][O:28][CH2:27][CH2:26]3)=[O:20])=[N:9][N:8]2[C:6]2[CH:5]=[CH:4][N:3]=[C:2]([NH2:1])[N:7]=2)=[CH:12][CH:13]=1. (7) The product is: [OH:1][C:2]1[CH:10]=[CH:9][C:5]([C:6]([Cl:16])=[O:7])=[CH:4][C:3]=1[N+:11]([O-:13])=[O:12]. Given the reactants [OH:1][C:2]1[CH:10]=[CH:9][C:5]([C:6](O)=[O:7])=[CH:4][C:3]=1[N+:11]([O-:13])=[O:12].S(Cl)([Cl:16])=O, predict the reaction product. (8) The product is: [F:11][C:12]1[CH:13]=[C:14]([N+:18]([O-:20])=[O:19])[CH:15]=[CH:16][C:17]=1[O:8][CH2:7][CH2:6][N:1]1[CH2:5][CH2:4][CH2:3][CH2:2]1. Given the reactants [N:1]1([CH2:6][CH2:7][OH:8])[CH2:5][CH2:4][CH2:3][CH2:2]1.[H-].[Na+].[F:11][C:12]1[C:13](F)=[C:14]([N+:18]([O-:20])=[O:19])[CH:15]=[CH:16][CH:17]=1, predict the reaction product.